Predict the product of the given reaction. From a dataset of Forward reaction prediction with 1.9M reactions from USPTO patents (1976-2016). (1) The product is: [CH3:1][O:2][C:3]1[CH:17]=[CH:16][C:6]([O:7][C:8]2[CH:15]=[CH:14][C:11](/[C:12](/[NH2:13])=[N:18]/[OH:19])=[CH:10][CH:9]=2)=[CH:5][CH:4]=1. Given the reactants [CH3:1][O:2][C:3]1[CH:17]=[CH:16][C:6]([O:7][C:8]2[CH:15]=[CH:14][C:11]([C:12]#[N:13])=[CH:10][CH:9]=2)=[CH:5][CH:4]=1.[NH2:18][OH:19], predict the reaction product. (2) Given the reactants [CH2:1]([O:4][C:5]1[CH:6]=[C:7]([S:11]([NH:14][C:15]2[C:26]([O:27][C:28]3[CH:33]=[CH:32][CH:31]=[C:30]([O:34][CH2:35][CH2:36][CH3:37])[CH:29]=3)=[CH:25][C:18]3[N:19]([CH3:24])[C:20](=[O:23])[N:21]([CH3:22])[C:17]=3[CH:16]=2)(=[O:13])=[O:12])[CH:8]=[CH:9][CH:10]=1)[CH:2]=[CH2:3].[CH2:38]([NH:43][C:44](=[O:50])[O:45][C:46]([CH3:49])([CH3:48])[CH3:47])[CH2:39][CH2:40]C=C.N#N, predict the reaction product. The product is: [CH3:24][N:19]1[C:18]2[CH:25]=[C:26]([O:27][C:28]3[CH:33]=[CH:32][CH:31]=[C:30]([O:34][CH2:35][CH2:36][CH3:37])[CH:29]=3)[C:15]([NH:14][S:11]([C:7]3[CH:6]=[C:5]([CH:10]=[CH:9][CH:8]=3)[O:4][CH2:1]/[CH:2]=[CH:3]/[CH2:40][CH2:39][CH2:38][NH:43][C:44](=[O:50])[O:45][C:46]([CH3:49])([CH3:48])[CH3:47])(=[O:12])=[O:13])=[CH:16][C:17]=2[N:21]([CH3:22])[C:20]1=[O:23]. (3) Given the reactants [OH:1][C:2]1[CH:3]=[C:4]([CH:8]=[CH:9][CH:10]=1)[CH2:5][CH2:6][OH:7].[Si:11](Cl)([C:14]([CH3:17])([CH3:16])[CH3:15])([CH3:13])[CH3:12].N1C=CC=CC=1, predict the reaction product. The product is: [C:14]([Si:11]([CH3:13])([CH3:12])[O:1][C:2]1[CH:3]=[C:4]([CH2:5][CH2:6][OH:7])[CH:8]=[CH:9][CH:10]=1)([CH3:17])([CH3:16])[CH3:15]. (4) The product is: [Cl:1][C:2]1[N:3]=[C:4]([NH:34][CH2:33][C:32]([F:36])([F:35])[F:31])[C:5]2[CH:10]=[CH:9][N:8]([S:11]([C:14]3[CH:19]=[CH:18][C:17]([CH3:20])=[CH:16][CH:15]=3)(=[O:13])=[O:12])[C:6]=2[N:7]=1. Given the reactants [Cl:1][C:2]1[N:3]=[C:4](Cl)[C:5]2[CH:10]=[CH:9][N:8]([S:11]([C:14]3[CH:19]=[CH:18][C:17]([CH3:20])=[CH:16][CH:15]=3)(=[O:13])=[O:12])[C:6]=2[N:7]=1.CCN(C(C)C)C(C)C.[F:31][C:32]([F:36])([F:35])[CH2:33][NH2:34].O, predict the reaction product.